From a dataset of Catalyst prediction with 721,799 reactions and 888 catalyst types from USPTO. Predict which catalyst facilitates the given reaction. (1) Reactant: [F:1][CH:2]1[CH2:8][N:7]([C:9]2[N:13]([CH3:14])[N:12]=[CH:11][C:10]=2[N+:15]([O-])=O)[CH2:6][CH2:5][CH:4]([NH:18]C(=O)OC(C)(C)C)[CH2:3]1.C(OC([NH:33][C:34]1[S:38][C:37]([C:39]2[C:44]([F:45])=[CH:43][CH:42]=[CH:41][C:40]=2[F:46])=[N:36][C:35]=1[C:47](O)=[O:48])=O)(C)(C)C.CO.C(Cl)Cl.N. Product: [NH2:33][C:34]1[S:38][C:37]([C:39]2[C:44]([F:45])=[CH:43][CH:42]=[CH:41][C:40]=2[F:46])=[N:36][C:35]=1[C:47]([NH:15][C:10]1[CH:11]=[N:12][N:13]([CH3:14])[C:9]=1[N:7]1[CH2:6][CH2:5][C@@H:4]([NH2:18])[CH2:3][C@H:2]([F:1])[CH2:8]1)=[O:48]. The catalyst class is: 5. (2) The catalyst class is: 581. Product: [C:8]([O:12][C:13](=[O:17])[C@H:14]([CH3:16])[NH2:15])([CH3:11])([CH3:10])[CH3:9]. Reactant: C(=O)([O-])[O-].[Na+].[Na+].Cl.[C:8]([O:12][C:13](=[O:17])[C@H:14]([CH3:16])[NH2:15])([CH3:11])([CH3:10])[CH3:9]. (3) Reactant: [OH-].[Na+].C[O:4][C:5](=[O:39])[CH2:6][C:7]1[CH:8]=[N:9][CH:10]=[C:11]([C:13]2[CH:18]=[CH:17][C:16]([C:19]([CH2:37][CH3:38])([C:22]3[CH:27]=[CH:26][C:25]([CH2:28][CH2:29][C:30]([CH2:34][CH3:35])([OH:33])[CH2:31][CH3:32])=[C:24]([CH3:36])[CH:23]=3)[CH2:20][CH3:21])=[CH:15][CH:14]=2)[CH:12]=1.[Cl-].[NH4+]. Product: [CH2:20]([C:19]([C:16]1[CH:15]=[CH:14][C:13]([C:11]2[CH:12]=[C:7]([CH2:6][C:5]([OH:39])=[O:4])[CH:8]=[N:9][CH:10]=2)=[CH:18][CH:17]=1)([C:22]1[CH:27]=[CH:26][C:25]([CH2:28][CH2:29][C:30]([CH2:31][CH3:32])([OH:33])[CH2:34][CH3:35])=[C:24]([CH3:36])[CH:23]=1)[CH2:37][CH3:38])[CH3:21]. The catalyst class is: 111. (4) Reactant: [O:1]=[C:2]1[C:10]2([CH2:14][O:13][C:12]3[CH:15]=[C:16]4[C:20](=[CH:21][C:11]2=3)[CH2:19][CH2:18][O:17]4)[C:9]2[C:4](=[CH:5][CH:6]=[CH:7][CH:8]=2)[N:3]1[CH2:22][C:23]1[CH:24]=[C:25]([CH:29]=[CH:30][CH:31]=1)C(O)=O.CN(C)C=O.C(Cl)(=O)[C:38]([Cl:40])=[O:39]. Product: [O:1]=[C:2]1[C:10]2([C:11]3=[CH:21][C:20]4[CH2:19][CH2:18][O:17][C:16]=4[CH:15]=[C:12]3[O:13][CH2:14]2)[C:9]2[C:4](=[CH:5][CH:6]=[CH:7][CH:8]=2)[N:3]1[CH2:22][C:23]1[CH:31]=[CH:30][CH:29]=[CH:25][C:24]=1[C:38]([Cl:40])=[O:39]. The catalyst class is: 4. (5) Reactant: [F:1][C:2]1[CH:10]=[CH:9][C:5]([C:6]([OH:8])=[O:7])=[CH:4][C:3]=1[SH:11].C([O-])([O-])=O.[Cs+].[Cs+].O[CH:19]1[CH2:24][CH2:23][CH:22]([CH2:25][C:26]([O:28][CH3:29])=[O:27])[CH2:21][CH2:20]1. Product: [F:1][C:2]1[CH:10]=[CH:9][C:5]([C:6]([OH:8])=[O:7])=[CH:4][C:3]=1[S:11][CH:19]1[CH2:24][CH2:23][CH:22]([CH2:25][C:26]([O:28][CH3:29])=[O:27])[CH2:21][CH2:20]1. The catalyst class is: 3. (6) Reactant: [Li+].[OH-].[CH:3]1[C:13]2[CH2:12][C:11]3([CH2:17][CH2:16][CH:15]([N:18]4[CH2:23][CH2:22][CH:21]([C:24]([O:26]CC)=[O:25])[CH2:20][CH2:19]4)[CH2:14]3)[C:10]3[CH:29]=[CH:30][CH:31]=[CH:32][C:9]=3[CH2:8][C:7]=2[CH:6]=[CH:5][CH:4]=1. Product: [CH:3]1[C:13]2[CH2:12][C:11]3([CH2:17][CH2:16][CH:15]([N:18]4[CH2:23][CH2:22][CH:21]([C:24]([OH:26])=[O:25])[CH2:20][CH2:19]4)[CH2:14]3)[C:10]3[CH:29]=[CH:30][CH:31]=[CH:32][C:9]=3[CH2:8][C:7]=2[CH:6]=[CH:5][CH:4]=1. The catalyst class is: 40.